This data is from Catalyst prediction with 721,799 reactions and 888 catalyst types from USPTO. The task is: Predict which catalyst facilitates the given reaction. (1) Reactant: [NH2:1][CH2:2][C:3]([NH2:6])([CH3:5])[CH3:4].C(N(CC)CC)C.Cl[C:15]1[C:24]2[C:19](=[CH:20][C:21]([C:25]3[CH:30]=[CH:29][CH:28]=[CH:27][CH:26]=3)=[CH:22][CH:23]=2)[N:18]=[CH:17][C:16]=1[N+:31]([O-:33])=[O:32]. Product: [N+:31]([C:16]1[CH:17]=[N:18][C:19]2[C:24]([C:15]=1[NH:1][CH2:2][C:3]([CH3:5])([NH2:6])[CH3:4])=[CH:23][CH:22]=[C:21]([C:25]1[CH:30]=[CH:29][CH:28]=[CH:27][CH:26]=1)[CH:20]=2)([O-:33])=[O:32]. The catalyst class is: 4. (2) Reactant: [C:1]([Cu])#[N:2].Br[C:5]1[CH:13]=[CH:12][C:8]2[S:9][CH:10]=[CH:11][C:7]=2[CH:6]=1.N1C=CC=CC=1.C(N)CN. Product: [S:9]1[CH:10]=[CH:11][C:7]2[CH:6]=[C:5]([C:1]#[N:2])[CH:13]=[CH:12][C:8]1=2. The catalyst class is: 3. (3) Reactant: [C:1]([C:5]1[CH:10]=[CH:9][C:8]([N:11]2[C:15](=[O:16])[C:14]([CH3:18])([CH3:17])[N:13]([CH2:19][C:20]3[CH:25]=[CH:24][N:23]=[C:22](S(C)(=O)=O)[N:21]=3)[C:12]2=[O:30])=[CH:7][CH:6]=1)([CH3:4])([CH3:3])[CH3:2].[NH3:31]. Product: [NH2:31][C:22]1[N:21]=[C:20]([CH2:19][N:13]2[C:14]([CH3:18])([CH3:17])[C:15](=[O:16])[N:11]([C:8]3[CH:9]=[CH:10][C:5]([C:1]([CH3:3])([CH3:2])[CH3:4])=[CH:6][CH:7]=3)[C:12]2=[O:30])[CH:25]=[CH:24][N:23]=1. The catalyst class is: 12.